This data is from Full USPTO retrosynthesis dataset with 1.9M reactions from patents (1976-2016). The task is: Predict the reactants needed to synthesize the given product. (1) Given the product [CH3:26][C:21]1([CH3:27])[C:22]([CH3:25])([CH3:24])[O:23][B:19]([C:2]2[CH:7]=[CH:6][C:5]([C:8]3[CH:13]=[CH:12][C:11]([N:14]4[CH:18]=[CH:17][N:16]=[N:15]4)=[CH:10][CH:9]=3)=[CH:4][CH:3]=2)[O:20]1, predict the reactants needed to synthesize it. The reactants are: Br[C:2]1[CH:7]=[CH:6][C:5]([C:8]2[CH:13]=[CH:12][C:11]([N:14]3[CH:18]=[CH:17][N:16]=[N:15]3)=[CH:10][CH:9]=2)=[CH:4][CH:3]=1.[B:19]1([B:19]2[O:23][C:22]([CH3:25])([CH3:24])[C:21]([CH3:27])([CH3:26])[O:20]2)[O:23][C:22]([CH3:25])([CH3:24])[C:21]([CH3:27])([CH3:26])[O:20]1.C([O-])(=O)C.[K+]. (2) The reactants are: [CH3:1][C:2]([O:4][CH2:5][C:6]1[CH2:27][S:26][C@@H:9]2[C@H:10]([NH:13][C:14](/[C:16](/[C:20]3[N:24]=[C:23]([NH2:25])[S:22][CH:21]=3)=[N:17]\[O:18][CH3:19])=[O:15])[C:11](=[O:12])[N:8]2[C:7]=1[C:28]([OH:30])=[O:29])=[O:3].[OH:31][C:32]1[CH:39]=[CH:38][CH:37]=[CH:36][C:33]=1[CH:34]=O. Given the product [C:2]([O:4][CH2:5][C:6]1[CH2:27][S:26][C@H:9]2[N:8]([C:11](=[O:12])[C@H:10]2[NH:13][C:14](=[O:15])/[C:16](/[C:20]2[N:24]=[C:23]([NH:25]/[CH:34]=[C:33]3\[C:32]([OH:31])=[CH:39][CH:38]=[CH:37][CH2:36]\3)[S:22][CH:21]=2)=[N:17]\[O:18][CH3:19])[C:7]=1[C:28]([OH:30])=[O:29])(=[O:3])[CH3:1], predict the reactants needed to synthesize it. (3) The reactants are: [N:1]1([C:6]2[CH:34]=[CH:33][C:9]([CH2:10][C:11]3[C:12]([C:31]#[N:32])=[N:13][C:14]4[C:19]([C:20]=3[C:21]#[N:22])=[CH:18][C:17]([C:23]([C:25]3[N:29]([CH3:30])[CH:28]=[N:27][CH:26]=3)=[O:24])=[CH:16][CH:15]=4)=[CH:8][CH:7]=2)[CH:5]=[CH:4][CH:3]=[N:2]1.[Cl:35][C:36]1[CH:41]=[CH:40][C:39]([Mg]Br)=[CH:38][CH:37]=1.[CH2:44]1COCC1. Given the product [N:1]1([C:6]2[CH:7]=[CH:8][C:9]([CH2:10][C:11]3[C:12]([C:31]#[N:32])=[N:13][C:14]4[C:19]([C:20]=3[C:21]#[N:22])=[CH:18][C:17]([C:23]([C:39]3[CH:40]=[CH:41][C:36]([Cl:35])=[CH:37][CH:38]=3)([OH:24])[C:25]3[N:29]([CH3:30])[CH:28]=[N:27][CH:26]=3)=[CH:16][C:15]=4[CH3:44])=[CH:33][CH:34]=2)[CH:5]=[CH:4][CH:3]=[N:2]1, predict the reactants needed to synthesize it. (4) The reactants are: [CH3:1][O:2][C:3]1([C:6]([NH2:8])=O)[CH2:5][CH2:4]1.C([N+](CC)(CC)S(NC(=O)OC)(=O)=O)C.ClCCl.[Cl-].[OH:28][NH3+:29]. Given the product [OH:28][NH:29][C:6]([C:3]1([O:2][CH3:1])[CH2:5][CH2:4]1)=[NH:8], predict the reactants needed to synthesize it. (5) Given the product [N:17]1[CH:22]=[N:21][N:20]=[CH:19][N:18]=1.[F:1][C:2]1[CH:7]=[CH:6][C:5]([N+:8]([O-:10])=[O:9])=[CH:4][C:3]=1[C:11]1[C:12]([Si:13]([CH3:15])([CH3:14])[CH3:16])=[CH:19][N:18]=[N:17][CH:22]=1, predict the reactants needed to synthesize it. The reactants are: [F:1][C:2]1[CH:7]=[CH:6][C:5]([N+:8]([O-:10])=[O:9])=[CH:4][C:3]=1[C:11]#[C:12][Si:13]([CH3:16])([CH3:15])[CH3:14].[N:17]1[CH:22]=[N:21][N:20]=[CH:19][N:18]=1. (6) Given the product [CH3:31][C:30]1[O:29][N:28]=[C:27]([C:32]2[CH:37]=[CH:36][CH:35]=[CH:34][CH:33]=2)[C:26]=1[C:25]1[N:19]2[CH2:18][C:17]3[C:21]([C:20]2=[N:23][N:24]=1)=[CH:22][C:14]([C:11]1[CH2:12][CH2:13][NH:8][CH2:9][CH:10]=1)=[CH:15][CH:16]=3, predict the reactants needed to synthesize it. The reactants are: C(OC([N:8]1[CH2:13][CH:12]=[C:11]([C:14]2[CH:22]=[C:21]3[C:17]([CH2:18][N:19]4[C:25]([C:26]5[C:27]([C:32]6[CH:37]=[CH:36][CH:35]=[CH:34][CH:33]=6)=[N:28][O:29][C:30]=5[CH3:31])=[N:24][N:23]=[C:20]43)=[CH:16][CH:15]=2)[CH2:10][CH2:9]1)=O)(C)(C)C. (7) Given the product [N:1]1[CH:6]=[CH:5][CH:4]=[CH:3][C:2]=1[NH:7][C@@H:8]1[CH2:13][CH2:12][C@H:11]([C:14]([NH2:17])=[O:16])[CH2:10][CH2:9]1, predict the reactants needed to synthesize it. The reactants are: [N:1]1[CH:6]=[CH:5][CH:4]=[CH:3][C:2]=1[NH:7][C@@H:8]1[CH2:13][CH2:12][C@H:11]([C:14]([OH:16])=O)[CH2:10][CH2:9]1.[NH3:17].C1COCC1. (8) Given the product [CH3:1][N:2]([CH3:37])[C:3]1[CH:8]=[CH:7][C:6]([NH:9][C:10]([NH:12][N:13]=[CH:14][C:15]2[CH:16]=[CH:17][C:18]([C:21]3[N:25]=[CH:24][N:23]([C:26]4[CH:31]=[CH:30][C:29]([O:32][C:33]([F:34])([F:36])[F:35])=[CH:28][CH:27]=4)[N:22]=3)=[CH:19][CH:20]=2)=[SH:11][CH3:39])=[CH:5][CH:4]=1, predict the reactants needed to synthesize it. The reactants are: [CH3:1][N:2]([CH3:37])[C:3]1[CH:8]=[CH:7][C:6]([NH:9][C:10]([NH:12]/[N:13]=[CH:14]/[C:15]2[CH:20]=[CH:19][C:18]([C:21]3[N:25]=[CH:24][N:23]([C:26]4[CH:31]=[CH:30][C:29]([O:32][C:33]([F:36])([F:35])[F:34])=[CH:28][CH:27]=4)[N:22]=3)=[CH:17][CH:16]=2)=[S:11])=[CH:5][CH:4]=1.I[CH3:39]. (9) Given the product [CH3:36][C:18]1[CH:19]=[C:20]2[C:15](=[CH:16][CH:17]=1)[N:14]=[C:13]([N:5]1[CH2:6][C:7]3[CH:12]=[CH:11][CH:10]=[CH:9][C:8]=3[S:2](=[O:1])(=[O:37])[CH2:3][CH2:4]1)[CH:22]=[C:21]2[O:23][CH:24]1[CH2:28][CH2:27][NH:26][CH2:25]1, predict the reactants needed to synthesize it. The reactants are: [O:1]=[S:2]1(=[O:37])[C:8]2[CH:9]=[CH:10][CH:11]=[CH:12][C:7]=2[CH2:6][N:5]([C:13]2[CH:22]=[C:21]([O:23][CH:24]3[CH2:28][CH2:27][N:26](C(OC(C)(C)C)=O)[CH2:25]3)[C:20]3[C:15](=[CH:16][CH:17]=[C:18]([CH3:36])[CH:19]=3)[N:14]=2)[CH2:4][CH2:3]1.Cl. (10) Given the product [CH2:15]([C:19]1([CH:28]2[CH2:32][CH2:31][CH2:30][CH2:29]2)[O:24][C:23](=[O:25])[CH:22]([S:7][C:1]2[CH:6]=[CH:5][CH:4]=[CH:3][CH:2]=2)[C:21](=[O:27])[CH2:20]1)[CH2:16][C:17]#[CH:18], predict the reactants needed to synthesize it. The reactants are: [C:1]1([SH:7])[CH:6]=[CH:5][CH:4]=[CH:3][CH:2]=1.C(N(CC)CC)C.[CH2:15]([C:19]1([CH:28]2[CH2:32][CH2:31][CH2:30][CH2:29]2)[O:24][C:23](=[O:25])[CH:22](Cl)[C:21](=[O:27])[CH2:20]1)[CH2:16][C:17]#[CH:18].